From a dataset of NCI-60 drug combinations with 297,098 pairs across 59 cell lines. Regression. Given two drug SMILES strings and cell line genomic features, predict the synergy score measuring deviation from expected non-interaction effect. (1) Drug 2: CC12CCC3C(C1CCC2O)C(CC4=C3C=CC(=C4)O)CCCCCCCCCS(=O)CCCC(C(F)(F)F)(F)F. Synergy scores: CSS=68.3, Synergy_ZIP=0.109, Synergy_Bliss=3.37, Synergy_Loewe=2.58, Synergy_HSA=4.96. Cell line: HT29. Drug 1: CCC1=CC2CC(C3=C(CN(C2)C1)C4=CC=CC=C4N3)(C5=C(C=C6C(=C5)C78CCN9C7C(C=CC9)(C(C(C8N6C)(C(=O)OC)O)OC(=O)C)CC)OC)C(=O)OC.C(C(C(=O)O)O)(C(=O)O)O. (2) Drug 1: C1CCC(CC1)NC(=O)N(CCCl)N=O. Drug 2: CCCCC(=O)OCC(=O)C1(CC(C2=C(C1)C(=C3C(=C2O)C(=O)C4=C(C3=O)C=CC=C4OC)O)OC5CC(C(C(O5)C)O)NC(=O)C(F)(F)F)O. Cell line: SR. Synergy scores: CSS=27.9, Synergy_ZIP=-6.57, Synergy_Bliss=-14.2, Synergy_Loewe=-12.4, Synergy_HSA=-11.6. (3) Drug 1: CN1CCC(CC1)COC2=C(C=C3C(=C2)N=CN=C3NC4=C(C=C(C=C4)Br)F)OC. Drug 2: CC1=C2C(C(=O)C3(C(CC4C(C3C(C(C2(C)C)(CC1OC(=O)C(C(C5=CC=CC=C5)NC(=O)C6=CC=CC=C6)O)O)OC(=O)C7=CC=CC=C7)(CO4)OC(=O)C)O)C)OC(=O)C. Cell line: OVCAR-8. Synergy scores: CSS=56.1, Synergy_ZIP=2.49, Synergy_Bliss=-0.769, Synergy_Loewe=-11.8, Synergy_HSA=-0.846. (4) Drug 1: CC1=C(C(=CC=C1)Cl)NC(=O)C2=CN=C(S2)NC3=CC(=NC(=N3)C)N4CCN(CC4)CCO. Drug 2: C1=NNC2=C1C(=O)NC=N2. Cell line: OVCAR-4. Synergy scores: CSS=5.68, Synergy_ZIP=-4.08, Synergy_Bliss=-4.62, Synergy_Loewe=-4.07, Synergy_HSA=-3.34. (5) Drug 1: CCC1(CC2CC(C3=C(CCN(C2)C1)C4=CC=CC=C4N3)(C5=C(C=C6C(=C5)C78CCN9C7C(C=CC9)(C(C(C8N6C)(C(=O)OC)O)OC(=O)C)CC)OC)C(=O)OC)O.OS(=O)(=O)O. Drug 2: C1CC(=O)NC(=O)C1N2C(=O)C3=CC=CC=C3C2=O. Cell line: SF-295. Synergy scores: CSS=-3.59, Synergy_ZIP=-0.0105, Synergy_Bliss=-0.291, Synergy_Loewe=-7.88, Synergy_HSA=-2.72.